This data is from Peptide-MHC class I binding affinity with 185,985 pairs from IEDB/IMGT. The task is: Regression. Given a peptide amino acid sequence and an MHC pseudo amino acid sequence, predict their binding affinity value. This is MHC class I binding data. (1) The peptide sequence is WRDDSRGRW. The MHC is HLA-A03:01 with pseudo-sequence HLA-A03:01. The binding affinity (normalized) is 0.0847. (2) The peptide sequence is HSAAFEDL. The MHC is Mamu-A02 with pseudo-sequence Mamu-A02. The binding affinity (normalized) is 0.314.